This data is from Catalyst prediction with 721,799 reactions and 888 catalyst types from USPTO. The task is: Predict which catalyst facilitates the given reaction. (1) Reactant: [F:1][C:2]1[C:7]([O:8][CH3:9])=[CH:6][C:5]([O:10][CH3:11])=[C:4]([F:12])[C:3]=1[N:13]1[CH2:18][C:17]2[CH:19]=[N:20][C:21]3[N:25]([S:26]([C:29]4[CH:34]=[CH:33][CH:32]=[CH:31][CH:30]=4)(=[O:28])=[O:27])[CH:24]=[CH:23][C:22]=3[C:16]=2[N:15]([CH2:35][CH3:36])[C:14]1=[O:37].C([N-]C(C)C)(C)C.[Li+].CN(C)[CH:48]=[O:49]. Product: [F:1][C:2]1[C:7]([O:8][CH3:9])=[CH:6][C:5]([O:10][CH3:11])=[C:4]([F:12])[C:3]=1[N:13]1[CH2:18][C:17]2[CH:19]=[N:20][C:21]3[N:25]([S:26]([C:29]4[CH:30]=[CH:31][CH:32]=[CH:33][CH:34]=4)(=[O:27])=[O:28])[C:24]([CH:48]=[O:49])=[CH:23][C:22]=3[C:16]=2[N:15]([CH2:35][CH3:36])[C:14]1=[O:37]. The catalyst class is: 7. (2) Product: [C:1]([C:4]1[C:8]([NH:9][C:10]([NH2:12])=[O:11])=[CH:7][N:6]([C:13]2[CH:18]=[CH:17][C:16]([S:19]([CH:20]3[CH2:24][CH2:23][CH2:22][CH2:21]3)=[O:27])=[CH:15][CH:14]=2)[N:5]=1)(=[O:3])[NH2:2]. Reactant: [C:1]([C:4]1[C:8]([NH:9][C:10]([NH2:12])=[O:11])=[CH:7][N:6]([C:13]2[CH:18]=[CH:17][C:16]([S:19][CH:20]3[CH2:24][CH2:23][CH2:22][CH2:21]3)=[CH:15][CH:14]=2)[N:5]=1)(=[O:3])[NH2:2].C(O)(=[O:27])C.OO. The catalyst class is: 6. (3) Reactant: [O:1]1[C@H:5]2[O:6][CH2:7][CH2:8][C@H:4]2[C@@H:3]([O:9][C:10]([O:12]N2C(=O)CCC2=O)=O)[CH2:2]1.[NH2:20][C:21]1[CH:26]=[CH:25][C:24]([S:27]([N:30]([CH2:35][C@@H:36]([OH:46])[C@@H:37]([NH2:45])[CH2:38][C:39]2[CH:44]=[CH:43][CH:42]=[CH:41][CH:40]=2)[CH2:31][CH:32]([CH3:34])[CH3:33])(=[O:29])=[O:28])=[CH:23][CH:22]=1.[C:47]([OH:51])(=[O:50])[CH2:48][CH3:49]. The catalyst class is: 84. Product: [CH3:34][CH:32]([CH2:31][N:30]([S:27]([C:24]1[CH:23]=[CH:22][C:21]([NH2:20])=[CH:26][CH:25]=1)(=[O:29])=[O:28])[CH2:35][C@@H:36]([OH:46])[C@@H:37]([NH:45][C:10]([O:9][C@@H:3]1[C@@H:4]2[CH2:8][CH2:7][O:6][C@@H:5]2[O:1][CH2:2]1)=[O:12])[CH2:38][C:39]1[CH:40]=[CH:41][CH:42]=[CH:43][CH:44]=1)[CH3:33].[C:47]([O-:51])(=[O:50])[CH2:48][CH3:49]. (4) Reactant: [CH2:1]([S:8][C:9]1[CH:10]=[C:11]2[C:16](=[CH:17][CH:18]=1)[N:15]([C:19]1[C:24]([OH:25])=[CH:23][C:22]([C:26]3[CH:31]=[CH:30][CH:29]=[C:28]([F:32])[CH:27]=3)=[C:21]([F:33])[CH:20]=1)[C:14](=[O:34])[CH:13]=[CH:12]2)[C:2]1[CH:7]=[CH:6][CH:5]=[CH:4][CH:3]=1.C(=O)([O-])[O-].[K+].[K+].I[CH2:42][CH3:43].O. Product: [CH2:1]([S:8][C:9]1[CH:10]=[C:11]2[C:16](=[CH:17][CH:18]=1)[N:15]([C:19]1[C:24]([O:25][CH2:42][CH3:43])=[CH:23][C:22]([C:26]3[CH:31]=[CH:30][CH:29]=[C:28]([F:32])[CH:27]=3)=[C:21]([F:33])[CH:20]=1)[C:14](=[O:34])[CH:13]=[CH:12]2)[C:2]1[CH:7]=[CH:6][CH:5]=[CH:4][CH:3]=1. The catalyst class is: 3. (5) Reactant: [NH2:1][CH2:2][C:3]([NH:5][C@H:6]1[CH2:11][CH2:10][C@@H:9]([N:12]([CH:14]([CH3:16])[CH3:15])[CH3:13])[CH2:8][C@H:7]1[CH2:17][O:18][CH3:19])=[O:4].Cl[C:21]1[C:30]2[C:25](=[CH:26][CH:27]=[C:28]([C:31]([F:34])([F:33])[F:32])[CH:29]=2)[N:24]=[CH:23][N:22]=1.C(N(CC)CC)C. Product: [CH:14]([N:12]([CH3:13])[C@@H:9]1[CH2:10][CH2:11][C@H:6]([NH:5][C:3](=[O:4])[CH2:2][NH:1][C:21]2[C:30]3[C:25](=[CH:26][CH:27]=[C:28]([C:31]([F:33])([F:34])[F:32])[CH:29]=3)[N:24]=[CH:23][N:22]=2)[C@H:7]([CH2:17][O:18][CH3:19])[CH2:8]1)([CH3:16])[CH3:15]. The catalyst class is: 8.